The task is: Predict the product of the given reaction.. This data is from Forward reaction prediction with 1.9M reactions from USPTO patents (1976-2016). (1) Given the reactants [CH2:1]([O:8][C:9]([NH:11][C:12]1[C:13]([C:29](O)=[O:30])=[N:14][C:15]2[C:20]([CH:21]=1)=[CH:19][CH:18]=[C:17]([N:22]1[CH2:27][CH2:26][CH2:25][CH2:24][C:23]1=[O:28])[CH:16]=2)=[O:10])[C:2]1[CH:7]=[CH:6][CH:5]=[CH:4][CH:3]=1.[NH2:32][C:33]1[CH:34]=[N:35][CH:36]=[CH:37][C:38]=1[N:39]1[CH2:44][C@H:43]([CH3:45])[C@@H:42]([O:46][Si](C(C)(C)C)(C)C)[C@H:41]([NH:54]C(=O)OC(C)(C)C)[CH2:40]1.CN(C(ON1N=NC2C=CC=NC1=2)=[N+](C)C)C.F[P-](F)(F)(F)(F)F.CCN(C(C)C)C(C)C, predict the reaction product. The product is: [NH2:54][C@H:41]1[C@H:42]([OH:46])[C@@H:43]([CH3:45])[CH2:44][N:39]([C:38]2[CH:37]=[CH:36][N:35]=[CH:34][C:33]=2[NH:32][C:29]([C:13]2[C:12]([NH:11][C:9](=[O:10])[O:8][CH2:1][C:2]3[CH:7]=[CH:6][CH:5]=[CH:4][CH:3]=3)=[CH:21][C:20]3[C:15](=[CH:16][C:17]([N:22]4[CH2:27][CH2:26][CH2:25][CH2:24][C:23]4=[O:28])=[CH:18][CH:19]=3)[N:14]=2)=[O:30])[CH2:40]1. (2) The product is: [Cl:17][C:18]1[CH:19]=[C:20]([NH:21][C:2]2[C:12]3[CH:11]=[C:10]([C:13]([O:15][CH3:16])=[O:14])[CH2:9][CH2:8][NH:7][C:6]=3[N:5]=[CH:4][N:3]=2)[CH:22]=[CH:23][C:24]=1[O:25][C:26]1[CH:31]=[CH:30][CH:29]=[C:28]([S:32]([CH2:35][CH:36]2[CH2:38][CH2:37]2)(=[O:33])=[O:34])[CH:27]=1. Given the reactants Cl[C:2]1[C:12]2[CH:11]=[C:10]([C:13]([O:15][CH3:16])=[O:14])[CH2:9][CH2:8][NH:7][C:6]=2[N:5]=[CH:4][N:3]=1.[Cl:17][C:18]1[CH:19]=[C:20]([CH:22]=[CH:23][C:24]=1[O:25][C:26]1[CH:31]=[CH:30][CH:29]=[C:28]([S:32]([CH2:35][CH:36]2[CH2:38][CH2:37]2)(=[O:34])=[O:33])[CH:27]=1)[NH2:21].[Cl-].[NH+]1C=CC=CC=1, predict the reaction product. (3) Given the reactants Cl[C:2]1[C:3]2[C:10]([C:11]3[CH:16]=[CH:15][C:14]([O:17][CH3:18])=[CH:13][CH:12]=3)=[CH:9][NH:8][C:4]=2[N:5]=[CH:6][N:7]=1.C1(S(N2C3N=CN=C(Cl)C=3C(I)=C2)(=O)=O)C=CC=CC=1.COC1C=CC(B(O)O)=CC=1.[NH2:50][C:51]1[CH:52]=[C:53]([C:57]#[CH:58])[CH:54]=[CH:55][CH:56]=1, predict the reaction product. The product is: [C:57]([C:53]1[CH:52]=[C:51]([NH:50][C:2]2[C:3]3[C:10]([C:11]4[CH:16]=[CH:15][C:14]([O:17][CH3:18])=[CH:13][CH:12]=4)=[CH:9][NH:8][C:4]=3[N:5]=[CH:6][N:7]=2)[CH:56]=[CH:55][CH:54]=1)#[CH:58]. (4) Given the reactants C(=O)([O-])[O-].[K+].[K+].[CH:7]1([C:13]2[CH:38]=[CH:37][C:16]([O:17][C:18]3[CH:19]=[C:20]([CH:34]=[CH:35][CH:36]=3)[CH2:21][NH:22][CH2:23][C:24]3[CH:33]=[CH:32][C:27]([C:28]([O:30][CH3:31])=[O:29])=[CH:26][CH:25]=3)=[CH:15][CH:14]=2)[CH2:12][CH2:11][CH2:10][CH2:9][CH2:8]1.Br[CH2:40][CH2:41][CH2:42][CH2:43][C:44]([O:46][CH3:47])=[O:45], predict the reaction product. The product is: [CH:7]1([C:13]2[CH:38]=[CH:37][C:16]([O:17][C:18]3[CH:19]=[C:20]([CH:34]=[CH:35][CH:36]=3)[CH2:21][N:22]([CH2:23][C:24]3[CH:25]=[CH:26][C:27]([C:28]([O:30][CH3:31])=[O:29])=[CH:32][CH:33]=3)[CH2:40][CH2:41][CH2:42][CH2:43][C:44]([O:46][CH3:47])=[O:45])=[CH:15][CH:14]=2)[CH2:12][CH2:11][CH2:10][CH2:9][CH2:8]1. (5) Given the reactants [N+:1]([C:4]1[CH:5]=[N:6][CH:7]=[CH:8][C:9]=1[C:10]1[CH:11]=[C:12]([CH:25]=[CH:26][CH:27]=1)[C:13]([NH:15][C:16]([C:19]1[CH:24]=[CH:23][CH:22]=[CH:21][CH:20]=1)([CH3:18])[CH3:17])=[O:14])([O-])=O, predict the reaction product. The product is: [NH2:1][C:4]1[CH:5]=[N:6][CH:7]=[CH:8][C:9]=1[C:10]1[CH:11]=[C:12]([CH:25]=[CH:26][CH:27]=1)[C:13]([NH:15][C:16]([C:19]1[CH:24]=[CH:23][CH:22]=[CH:21][CH:20]=1)([CH3:18])[CH3:17])=[O:14].